Dataset: Forward reaction prediction with 1.9M reactions from USPTO patents (1976-2016). Task: Predict the product of the given reaction. Given the reactants C(=O)([O-])[O-].[Cs+].[Cs+].I[CH2:8][CH3:9].CN(C=O)C.[CH:15]1([C:19]2[C:28]([CH:29]3[CH2:31][CH2:30]3)=[CH:27][C:22]([C:23]([O:25][CH3:26])=[O:24])=[C:21]([OH:32])[CH:20]=2)[CH2:18][CH2:17][CH2:16]1, predict the reaction product. The product is: [CH:15]1([C:19]2[C:28]([CH:29]3[CH2:30][CH2:31]3)=[CH:27][C:22]([C:23]([O:25][CH3:26])=[O:24])=[C:21]([O:32][CH2:8][CH3:9])[CH:20]=2)[CH2:18][CH2:17][CH2:16]1.